From a dataset of Forward reaction prediction with 1.9M reactions from USPTO patents (1976-2016). Predict the product of the given reaction. (1) Given the reactants [C:1]([O:7][C:8](=[O:13])[C:9]([CH3:12])([CH3:11])[CH3:10])(=O)[C:2]([CH3:5])(C)C.C(N(CC)CC)C.OC1C=C[N:25]=[C:24]([Br:28])[CH:23]=1, predict the reaction product. The product is: [C:8]([O:7][C:1]1[CH:2]=[CH:5][N:25]=[C:24]([Br:28])[CH:23]=1)(=[O:13])[C:9]([CH3:10])([CH3:11])[CH3:12]. (2) Given the reactants [Cl:1][C:2]1[CH:7]=[CH:6][C:5]([C@H:8]([CH2:19][C:20]([N:22]2[CH2:31][CH2:30][C:29]3[CH:28]=[N:27][C:26]([NH:32][CH:33]([CH3:35])[CH3:34])=[N:25][C:24]=3[CH2:23]2)=[O:21])[CH2:9][N:10](C)[C:11](=O)OC(C)(C)C)=[CH:4][C:3]=1[F:36].C(Cl)Cl.Cl.O1CCOCC1, predict the reaction product. The product is: [Cl:1][C:2]1[CH:7]=[CH:6][C:5]([C@@H:8]([CH2:9][NH:10][CH3:11])[CH2:19][C:20]([N:22]2[CH2:31][CH2:30][C:29]3[CH:28]=[N:27][C:26]([NH:32][CH:33]([CH3:35])[CH3:34])=[N:25][C:24]=3[CH2:23]2)=[O:21])=[CH:4][C:3]=1[F:36]. (3) Given the reactants Br[C:2]1[CH:3]=[CH:4][C:5]2[O:11][CH2:10][CH2:9][N:8]([CH2:12][C:13]3[C:14](=[O:21])[NH:15][C:16]([CH3:20])=[CH:17][C:18]=3[CH3:19])[C:7](=[O:22])[C:6]=2[C:23]=1[CH3:24].[CH3:25][N:26]1[C:30](B2OC(C)(C)C(C)(C)O2)=[C:29]([CH3:40])[CH:28]=[N:27]1.C(=O)([O-])[O-].[Na+].[Na+].C(Cl)Cl, predict the reaction product. The product is: [CH3:19][C:18]1[CH:17]=[C:16]([CH3:20])[NH:15][C:14](=[O:21])[C:13]=1[CH2:12][N:8]1[C:7](=[O:22])[C:6]2[C:23]([CH3:24])=[C:2]([C:30]3[N:26]([CH3:25])[N:27]=[CH:28][C:29]=3[CH3:40])[CH:3]=[CH:4][C:5]=2[O:11][CH2:10][CH2:9]1. (4) Given the reactants C[O:2][CH:3](OC)[CH2:4][NH:5][C:6](=[O:20])[CH2:7][CH2:8][CH2:9][CH2:10][C@H:11]1[C@@H:19]2[C@@H:14]([NH:15][C:16]([NH:18]2)=[O:17])[CH2:13][S:12]1.Cl, predict the reaction product. The product is: [O:2]=[CH:3][CH2:4][NH:5][C:6](=[O:20])[CH2:7][CH2:8][CH2:9][CH2:10][C@H:11]1[C@@H:19]2[C@@H:14]([NH:15][C:16]([NH:18]2)=[O:17])[CH2:13][S:12]1. (5) Given the reactants Cl[C:2]1[N:7]=[C:6]2[N:8]([CH:17]3[CH2:22][CH2:21][CH2:20][CH2:19][O:18]3)[N:9]=[C:10]([C:11]3[CH:12]=[N:13][CH:14]=[CH:15][CH:16]=3)[C:5]2=[C:4]([CH:23]([F:25])[F:24])[CH:3]=1.COCCOC.O.[NH2:33][C:34]1[CH:41]=[CH:40][C:39](B2OC(C)(C)C(C)(C)O2)=[CH:38][C:35]=1[C:36]#[N:37].O.O.P([O-])([O-])([O-])=O.[K+].[K+].[K+], predict the reaction product. The product is: [NH2:33][C:34]1[CH:41]=[CH:40][C:39]([C:2]2[N:7]=[C:6]3[N:8]([CH:17]4[CH2:22][CH2:21][CH2:20][CH2:19][O:18]4)[N:9]=[C:10]([C:11]4[CH:12]=[N:13][CH:14]=[CH:15][CH:16]=4)[C:5]3=[C:4]([CH:23]([F:25])[F:24])[CH:3]=2)=[CH:38][C:35]=1[C:36]#[N:37]. (6) Given the reactants [CH3:1][O:2][C:3](=[O:21])[C:4]([NH:7][C:8]([C:10]1[CH:19]=[CH:18][C:17]2[C:12](=[CH:13][CH:14]=[CH:15][CH:16]=2)[C:11]=1[OH:20])=[O:9])([CH3:6])[CH3:5].[C:22]1([CH:28]([CH3:32])[CH2:29][CH2:30]O)[CH:27]=[CH:26][CH:25]=[CH:24][CH:23]=1.C1(P(C2C=CC=CC=2)C2C=CC=CC=2)C=CC=CC=1.CC(OC(/N=N/C(OC(C)C)=O)=O)C, predict the reaction product. The product is: [CH3:1][O:2][C:3](=[O:21])[C:4]([CH3:6])([NH:7][C:8]([C:10]1[CH:19]=[CH:18][C:17]2[C:12](=[CH:13][CH:14]=[CH:15][CH:16]=2)[C:11]=1[O:20][CH2:30][CH2:29][CH:28]([C:22]1[CH:27]=[CH:26][CH:25]=[CH:24][CH:23]=1)[CH3:32])=[O:9])[CH3:5]. (7) Given the reactants [NH2:1][C:2]1[C:3]([C:10](/[N:12]=[C:13]2\[NH:14][CH2:15][C:16]3([CH2:23][CH:22]4[NH:24][CH:19]([CH2:20][CH2:21]4)[CH2:18]3)[NH:17]\2)=[O:11])=[N:4][C:5]([Cl:9])=[C:6]([NH2:8])[N:7]=1.CN(C(ON1N=NC2C=CC=NC1=2)=[N+](C)C)C.F[P-](F)(F)(F)(F)F.[NH:49]1[C:57]2[CH:56]=[CH:55][CH:54]=[C:53]([C:58](O)=[O:59])[C:52]=2[CH:51]=[CH:50]1.CN1CCOCC1, predict the reaction product. The product is: [NH:49]1[C:57]2[CH:56]=[CH:55][CH:54]=[C:53]([C:58]([N:24]3[CH:22]4[CH2:21][CH2:20][CH:19]3[CH2:18][C:16]3([CH2:23]4)[CH2:15][NH:14]/[C:13](=[N:12]\[C:10]([C:3]4[C:2]([NH2:1])=[N:7][C:6]([NH2:8])=[C:5]([Cl:9])[N:4]=4)=[O:11])/[NH:17]3)=[O:59])[C:52]=2[CH:51]=[CH:50]1.